This data is from Forward reaction prediction with 1.9M reactions from USPTO patents (1976-2016). The task is: Predict the product of the given reaction. (1) Given the reactants [O:1]1[CH:6]=[CH:5][CH2:4][CH2:3][CH:2]1[C:7]1[C:8]([O:13][C:14]2[CH:19]=[CH:18][C:17]([NH:20][C:21]3[S:22][C:23]4[CH:29]=[CH:28][CH:27]=[CH:26][C:24]=4[N:25]=3)=[CH:16][CH:15]=2)=[N:9][CH:10]=[CH:11][CH:12]=1, predict the reaction product. The product is: [O:1]1[CH2:6][CH2:5][CH2:4][CH2:3][CH:2]1[C:7]1[C:8]([O:13][C:14]2[CH:19]=[CH:18][C:17]([NH:20][C:21]3[S:22][C:23]4[CH:29]=[CH:28][CH:27]=[CH:26][C:24]=4[N:25]=3)=[CH:16][CH:15]=2)=[N:9][CH:10]=[CH:11][CH:12]=1. (2) The product is: [CH3:46][C:45]([OH:84])([C:47]1[CH:48]=[CH:49][CH:50]=[CH:51][C:52]=1[CH2:53][CH2:54][C@@H:55]([S:75][CH2:76][C:77]1([CH2:80][C:81]([O-:83])=[O:82])[CH2:78][CH2:79]1)[C:56]1[CH:57]=[CH:58][CH:59]=[C:60](/[CH:62]=[CH:63]/[C:64]2[CH:65]=[CH:66][C:67]3[CH:68]=[CH:69][C:70]([Cl:74])=[CH:71][C:72]=3[N:73]=2)[CH:61]=1)[CH3:44].[Na+:6]. Given the reactants CC(C)([O-])C.[Na+:6].ClC1C=C2C(C=CC(C=CC3C=C([C@@H](OS(C)(=O)=O)CCC4C=CC=CC=4CC(O)C)C=CC=3)=N2)=CC=1.[CH3:44][C:45]([OH:84])([C:47]1[CH:48]=[CH:49][CH:50]=[CH:51][C:52]=1[CH2:53][CH2:54][C@@H:55]([S:75][CH2:76][C:77]1([CH2:80][C:81]([OH:83])=[O:82])[CH2:79][CH2:78]1)[C:56]1[CH:57]=[CH:58][CH:59]=[C:60](/[CH:62]=[CH:63]/[C:64]2[CH:65]=[CH:66][C:67]3[CH:68]=[CH:69][C:70]([Cl:74])=[CH:71][C:72]=3[N:73]=2)[CH:61]=1)[CH3:46], predict the reaction product. (3) Given the reactants [C:1]1([CH2:11][N:12]2[C:16]3[CH:17]=[CH:18][CH:19]=[CH:20][C:15]=3[NH:14][C:13]2=[O:21])[C:10]2[C:5](=[CH:6][CH:7]=[CH:8][CH:9]=2)[CH:4]=[CH:3][CH:2]=1.[C:22]([O:26][CH3:27])(=[O:25])[CH:23]=[CH2:24].[OH-].C([N+](C)(C)C)C1C=CC=CC=1.CO.[NH4+].[Cl-], predict the reaction product. The product is: [CH3:27][O:26][C:22](=[O:25])[CH2:23][CH2:24][N:14]1[C:15]2[CH:20]=[CH:19][CH:18]=[CH:17][C:16]=2[N:12]([CH2:11][C:1]2[C:10]3[C:5](=[CH:6][CH:7]=[CH:8][CH:9]=3)[CH:4]=[CH:3][CH:2]=2)[C:13]1=[O:21]. (4) Given the reactants [Si]([O:8][C@H:9]1[CH2:14][CH2:13][C@H:12]([CH2:15][CH:16]([N:29]2[CH:34]=[C:33]([O:35][CH3:36])[C:32]([C:37]3[CH:42]=[C:41]([Cl:43])[CH:40]=[CH:39][C:38]=3[C:44]#[N:45])=[CH:31][C:30]2=[O:46])[C:17]([NH:19][C:20]2[CH:21]=[CH:22][C:23]3[N:24]([CH:26]=[CH:27][N:28]=3)[CH:25]=2)=[O:18])[CH2:11][CH2:10]1)(C(C)(C)C)(C)C.Cl, predict the reaction product. The product is: [Cl:43][C:41]1[CH:40]=[CH:39][C:38]([C:44]#[N:45])=[C:37]([C:32]2[C:33]([O:35][CH3:36])=[CH:34][N:29]([CH:16]([CH2:15][C@H:12]3[CH2:13][CH2:14][C@H:9]([OH:8])[CH2:10][CH2:11]3)[C:17]([NH:19][C:20]3[CH:21]=[CH:22][C:23]4[N:24]([CH:26]=[CH:27][N:28]=4)[CH:25]=3)=[O:18])[C:30](=[O:46])[CH:31]=2)[CH:42]=1. (5) Given the reactants [Si]([O:8][CH:9]1[CH:15]2[CH:13]([O:14]2)[CH2:12][N:11]([C:16]([O:18][CH2:19][CH3:20])=[O:17])[CH2:10]1)(C(C)(C)C)(C)C.CCCC[N+](CCCC)(CCCC)CCCC.[F-].O, predict the reaction product. The product is: [OH:8][CH:9]1[CH:15]2[CH:13]([O:14]2)[CH2:12][N:11]([C:16]([O:18][CH2:19][CH3:20])=[O:17])[CH2:10]1. (6) Given the reactants Cl[CH:2]1[C:7]([O:8][C:9]2[CH:14]=[C:13]([Br:15])[CH:12]=[C:11]([Br:16])[CH:10]=2)=[C:6]([C:17]([F:20])([F:19])[F:18])[CH:5]=[CH:4][NH:3]1.[OH-:21].[K+], predict the reaction product. The product is: [Br:16][C:11]1[CH:10]=[C:9]([CH:14]=[C:13]([Br:15])[CH:12]=1)[O:8][C:7]1[C:2](=[O:21])[NH:3][CH:4]=[CH:5][C:6]=1[C:17]([F:20])([F:19])[F:18]. (7) The product is: [Cl:1][C:2]1[CH:7]=[CH:6][CH:5]=[CH:4][C:3]=1[N:8]1[C:12]([C:13]2[N:14]=[C:15]3[C:21]4[CH:22]=[CH:23][C:24]([C:26]([NH:31][CH3:30])=[O:27])=[CH:25][C:20]=4[O:19][CH2:18][CH2:17][N:16]3[CH:29]=2)=[N:11][CH:10]=[N:9]1. Given the reactants [Cl:1][C:2]1[CH:7]=[CH:6][CH:5]=[CH:4][C:3]=1[N:8]1[C:12]([C:13]2[N:14]=[C:15]3[C:21]4[CH:22]=[CH:23][C:24]([C:26](O)=[O:27])=[CH:25][C:20]=4[O:19][CH2:18][CH2:17][N:16]3[CH:29]=2)=[N:11][CH:10]=[N:9]1.[CH3:30][NH2:31], predict the reaction product. (8) Given the reactants [H-].[Na+].[C:3]([O:18][CH3:19])(=[O:17])[CH2:4][CH2:5][CH2:6][CH2:7][CH2:8][CH2:9][CH2:10][CH2:11][CH2:12][CH2:13][CH2:14][CH2:15][CH3:16].[C:20](OC)(=[O:25])[C:21]([O:23][CH3:24])=[O:22].Cl, predict the reaction product. The product is: [CH3:19][O:18][C:3]([CH:4]([CH2:5][CH2:6][CH2:7][CH2:8][CH2:9][CH2:10][CH2:11][CH2:12][CH2:13][CH2:14][CH2:15][CH3:16])[C:20](=[O:25])[C:21]([O:23][CH3:24])=[O:22])=[O:17]. (9) The product is: [Cl:2][C:3]1[CH:4]=[C:5]2[C:9](=[CH:10][CH:11]=1)[NH:8][CH:7]=[C:6]2[CH2:12][CH2:13][NH:14][C:26]([C:24]1[N:25]=[C:21]([C:15]2[CH:16]=[CH:17][CH:18]=[CH:19][CH:20]=2)[S:22][CH:23]=1)=[O:27]. Given the reactants Cl.[Cl:2][C:3]1[CH:4]=[C:5]2[C:9](=[CH:10][CH:11]=1)[NH:8][CH:7]=[C:6]2[CH2:12][CH2:13][NH2:14].[C:15]1([C:21]2[S:22][CH:23]=[C:24]([C:26](Cl)=[O:27])[N:25]=2)[CH:20]=[CH:19][CH:18]=[CH:17][CH:16]=1.C(N(CC)CC)C.C(OCC)(=O)C, predict the reaction product.